From a dataset of CYP2D6 substrate classification data from Carbon-Mangels et al.. Regression/Classification. Given a drug SMILES string, predict its absorption, distribution, metabolism, or excretion properties. Task type varies by dataset: regression for continuous measurements (e.g., permeability, clearance, half-life) or binary classification for categorical outcomes (e.g., BBB penetration, CYP inhibition). Dataset: cyp2d6_substrate_carbonmangels. (1) The drug is O=C(CCCN1CCC(O)(c2ccc(Cl)cc2)CC1)c1ccc(F)cc1. The result is 1 (substrate). (2) The compound is CC1=C(C)C(=O)C([C@@H](CCCCCC(=O)O)c2ccccc2)=C(C)C1=O. The result is 0 (non-substrate). (3) The compound is COC(=O)C1=C(C)NC(C)=C(C(=O)OC(C)(C)CN(C)CCC(c2ccccc2)c2ccccc2)[C@H]1c1cccc([N+](=O)[O-])c1. The result is 0 (non-substrate). (4) The molecule is CC1(C)NC(=O)N(c2ccc([N+](=O)[O-])c(C(F)(F)F)c2)C1=O. The result is 0 (non-substrate).